Dataset: Full USPTO retrosynthesis dataset with 1.9M reactions from patents (1976-2016). Task: Predict the reactants needed to synthesize the given product. (1) Given the product [F:43][C:41]([F:42])([F:44])[C:40]([NH:39][C:35]1[C:34]([C:32]2[S:33][C:29]([NH:28][C:25](=[O:26])[CH2:24][C:20]3[CH:21]=[CH:22][CH:23]=[C:18]([O:17][CH2:16][CH2:15][CH2:14][CH:11]4[CH2:10][CH2:9][N:8]([C:1]([O:3][C:4]([CH3:7])([CH3:5])[CH3:6])=[O:2])[CH2:13][CH2:12]4)[CH:19]=3)=[N:30][N:31]=2)=[N:38][O:37][N:36]=1)=[O:45], predict the reactants needed to synthesize it. The reactants are: [C:1]([N:8]1[CH2:13][CH2:12][CH:11]([CH2:14][CH2:15][CH2:16][O:17][C:18]2[CH:19]=[C:20]([CH2:24][C:25](O)=[O:26])[CH:21]=[CH:22][CH:23]=2)[CH2:10][CH2:9]1)([O:3][C:4]([CH3:7])([CH3:6])[CH3:5])=[O:2].[NH2:28][C:29]1[S:33][C:32]([C:34]2[C:35]([NH:39][C:40](=[O:45])[C:41]([F:44])([F:43])[F:42])=[N:36][O:37][N:38]=2)=[N:31][N:30]=1. (2) Given the product [CH3:31][O:30][C:27]1[CH:26]=[CH:25][C:24]([S:21]([C:6]2([C:4]([OH:5])=[O:3])[CH2:7][CH2:8][N:9]([CH2:12][C:13]3[CH:18]=[CH:17][CH:16]=[C:15]([O:19][CH3:20])[CH:14]=3)[CH2:10][CH2:11]2)(=[O:22])=[O:23])=[CH:29][CH:28]=1, predict the reactants needed to synthesize it. The reactants are: C([O:3][C:4]([C:6]1([S:21]([C:24]2[CH:29]=[CH:28][C:27]([O:30][CH3:31])=[CH:26][CH:25]=2)(=[O:23])=[O:22])[CH2:11][CH2:10][N:9]([CH2:12][C:13]2[CH:18]=[CH:17][CH:16]=[C:15]([O:19][CH3:20])[CH:14]=2)[CH2:8][CH2:7]1)=[O:5])C.[OH-].[Na+]. (3) Given the product [Cl:11][C:12]1[CH:17]=[CH:16][C:15]([C:7]2[C:6]([NH2:9])=[CH:5][CH:4]=[C:3]([O:2][CH3:1])[CH:8]=2)=[CH:14][CH:13]=1.[Cl:11][C:12]1[CH:17]=[CH:16][C:15]([C:8]2[C:3]([O:2][CH3:1])=[CH:4][CH:5]=[C:6]([NH2:9])[CH:7]=2)=[CH:14][CH:13]=1, predict the reactants needed to synthesize it. The reactants are: [CH3:1][O:2][C:3]1[CH:8]=[CH:7][C:6]([NH2:9])=[CH:5][CH:4]=1.[Cl-].[Cl:11][C:12]1[CH:17]=[CH:16][C:15]([N+]#N)=[CH:14][CH:13]=1. (4) Given the product [C:9]1([C@@H:8]2[O:6][C@@H:2]([CH2:1][OH:7])[CH2:3][CH2:4][O:5]2)[CH:14]=[CH:13][CH:12]=[CH:11][CH:10]=1, predict the reactants needed to synthesize it. The reactants are: [CH2:1]([OH:7])[C@@H:2]([OH:6])[CH2:3][CH2:4][OH:5].[CH:8](=O)[C:9]1[CH:14]=[CH:13][CH:12]=[CH:11][CH:10]=1.C(OC)(OC)OC.C(C(O)=O)(F)(F)F. (5) Given the product [CH2:1]([O:3][C:4](=[O:26])[CH2:5][N:6]1[C:14]2[CH2:13][CH2:12][CH2:11][CH:10]([NH:15][S:16]([C:19]3[CH:24]=[CH:23][C:22]([C:32]4[CH:33]=[CH:34][C:29]([O:28][CH3:27])=[CH:30][CH:31]=4)=[CH:21][CH:20]=3)(=[O:18])=[O:17])[C:9]=2[CH:8]=[N:7]1)[CH3:2], predict the reactants needed to synthesize it. The reactants are: [CH2:1]([O:3][C:4](=[O:26])[CH2:5][N:6]1[C:14]2[CH2:13][CH2:12][CH2:11][CH:10]([NH:15][S:16]([C:19]3[CH:24]=[CH:23][C:22](Br)=[CH:21][CH:20]=3)(=[O:18])=[O:17])[C:9]=2[CH:8]=[N:7]1)[CH3:2].[CH3:27][O:28][C:29]1[CH:34]=[CH:33][C:32](B(O)O)=[CH:31][CH:30]=1.C(=O)([O-])[O-].[Na+].[Na+].